This data is from Full USPTO retrosynthesis dataset with 1.9M reactions from patents (1976-2016). The task is: Predict the reactants needed to synthesize the given product. (1) Given the product [CH3:1][O:2][CH2:3][CH2:4][N:5]1[CH2:10][CH2:9][C:8]([S:11]([N:14]2[CH2:19][CH2:18][CH:17]([O:20][C:21]3[CH:22]=[CH:23][C:24]([O:27][C:28]([F:31])([F:29])[F:30])=[CH:25][CH:26]=3)[CH2:16][CH2:15]2)(=[O:12])=[O:13])([C:60]([OH:62])=[O:61])[CH2:7][CH2:6]1, predict the reactants needed to synthesize it. The reactants are: [CH3:1][O:2][CH2:3][CH2:4][N:5]1[CH2:10][CH2:9][CH:8]([S:11]([N:14]2[CH2:19][CH2:18][CH:17]([O:20][C:21]3[CH:26]=[CH:25][C:24]([O:27][C:28]([F:31])([F:30])[F:29])=[CH:23][CH:22]=3)[CH2:16][CH2:15]2)(=[O:13])=[O:12])[CH2:7][CH2:6]1.C([N-]C(C)C)(C)C.[Li+].O1CCCC1.CCCCCCC.C(C1C=CC=CC=1)C.[C:60](=[O:62])=[O:61].Cl. (2) Given the product [CH2:12]([O:11][C:8]1[CH:7]=[CH:6][C:5]([CH:3]([OH:4])[CH:2]([NH:1][C:44]([C:33]2[CH:34]=[CH:35][CH:36]=[C:37]3[CH2:43][CH2:42][CH2:41][CH:40]=[CH:39][C:38]=23)=[O:45])[CH2:19][C:20]2[CH:25]=[CH:24][CH:23]=[C:22]([O:26][C:27]([F:31])([F:32])[CH:28]([F:29])[F:30])[CH:21]=2)=[CH:10][CH:9]=1)[C:13]1[CH:14]=[CH:15][CH:16]=[CH:17][CH:18]=1, predict the reactants needed to synthesize it. The reactants are: [NH2:1][CH:2]([CH2:19][C:20]1[CH:25]=[CH:24][CH:23]=[C:22]([O:26][C:27]([F:32])([F:31])[CH:28]([F:30])[F:29])[CH:21]=1)[CH:3]([C:5]1[CH:10]=[CH:9][C:8]([O:11][CH2:12][C:13]2[CH:18]=[CH:17][CH:16]=[CH:15][CH:14]=2)=[CH:7][CH:6]=1)[OH:4].[C:33]1([C:44](O)=[O:45])[CH:34]=[CH:35][CH:36]=[C:37]2[CH2:43][CH2:42][CH2:41][CH:40]=[CH:39][C:38]=12.Cl.C(N=C=NCCCN(C)C)C.O.ON1C2C=CC=CC=2N=N1. (3) The reactants are: C(N(CC)CC)C.[NH2:8][C:9]1[CH:14]=[CH:13][C:12]([F:15])=[CH:11][N:10]=1.[C:16](Cl)(=[O:21])[C:17]([CH3:20])([CH3:19])[CH3:18].C. Given the product [F:15][C:12]1[CH:13]=[CH:14][C:9]([NH:8][C:16](=[O:21])[C:17]([CH3:20])([CH3:19])[CH3:18])=[N:10][CH:11]=1, predict the reactants needed to synthesize it. (4) Given the product [CH3:12][O:13][C:14](=[O:27])[C@@H:15]([NH:16][C:45](=[O:46])[CH2:44][CH:41]1[CH2:40][CH2:39][C:38]([N:37]([CH3:54])[CH3:36])([C:48]2[CH:49]=[CH:50][CH:51]=[CH:52][CH:53]=2)[CH2:43][CH2:42]1)[CH2:17][C:18]1[C:26]2[C:21](=[CH:22][CH:23]=[CH:24][CH:25]=2)[NH:20][CH:19]=1, predict the reactants needed to synthesize it. The reactants are: ON1C2C=CC=CC=2N=N1.Cl.[CH3:12][O:13][C:14](=[O:27])[C@H:15]([CH2:17][C:18]1[C:26]2[C:21](=[CH:22][CH:23]=[CH:24][CH:25]=2)[NH:20][CH:19]=1)[NH2:16].CN1CCOCC1.Cl.[CH3:36][N:37]([CH3:54])[C:38]1([C:48]2[CH:53]=[CH:52][CH:51]=[CH:50][CH:49]=2)[CH2:43][CH2:42][CH:41]([CH2:44][C:45](O)=[O:46])[CH2:40][CH2:39]1.C1(N=C=NC2CCCCC2)CCCCC1. (5) Given the product [C:7]([NH2:11])(=[O:10])[CH:8]=[CH2:9].[CH:1]([P:3](=[O:4])([OH:6])[OH:5])=[CH2:2], predict the reactants needed to synthesize it. The reactants are: [CH:1]([P:3](=[O:6])([OH:5])[OH:4])=[CH2:2].[C:7]([NH2:11])(=[O:10])[CH:8]=[CH2:9].CC(N=NC(C#N)(C)C)(C#N)C.